Dataset: Reaction yield outcomes from USPTO patents with 853,638 reactions. Task: Predict the reaction yield, written as a fraction of the theoretical maximum amount of product (1.0 means a 100% yield; for example, 0.34 means a 34% yield). (1) The reactants are [C:1](O)(=O)[C:2]1[CH:10]=[CH:9][C:5]([C:6]([OH:8])=[O:7])=[CH:4][CH:3]=1.C(O)(=O)C1C=CC=C(C(O)=O)C=1.C(O)(=O)C=C.C=CC(=C)C. The catalyst is Cl[Ti](Cl)(Cl)Cl.[Pd]. The product is [CH3:1][C:2]1[CH:3]=[CH:4][C:5]([C:6]([OH:8])=[O:7])=[CH:9][CH:10]=1. The yield is 0.770. (2) The reactants are Cl[C:2](Cl)(Cl)[CH:3]([OH:5])O.S([O-])([O-])(=O)=O.[Na+].[Na+].C([C:17]1[CH:18]=[C:19]([CH:21]=[CH:22][CH:23]=1)[NH2:20])C.Cl.Cl.[NH2:26][OH:27]. The catalyst is O. The product is [CH:23]1[CH:22]=[CH:21][C:19]([NH:20][C:3](/[CH:2]=[N:26]/[OH:27])=[O:5])=[CH:18][CH:17]=1. The yield is 0.580.